Dataset: Full USPTO retrosynthesis dataset with 1.9M reactions from patents (1976-2016). Task: Predict the reactants needed to synthesize the given product. (1) The reactants are: C1(P(C2CCCCC2)C2C=CC=CC=2C2C(C(C)C)=CC(C(C)C)=CC=2C(C)C)CCCCC1.[O:35]1[CH2:40][CH2:39][N:38]([C:41]2[C:46]([NH2:47])=[CH:45][C:44]([N:48]3[CH2:53][CH2:52][O:51][CH2:50][CH2:49]3)=[CH:43][N:42]=2)[CH2:37][CH2:36]1.Cl[C:55]1[C:64]2[C:59](=[C:60]([C:65]3[CH:70]=[CH:69][CH:68]=[CH:67][N:66]=3)[CH:61]=[CH:62][CH:63]=2)[N:58]=[C:57]([C:71]2[CH:76]=[CH:75][CH:74]=[CH:73][N:72]=2)[C:56]=1[CH3:77].CC(C)([O-])C.[Na+]. Given the product [N:38]1([C:41]2[C:46]([NH:47][C:55]3[C:64]4[C:59](=[C:60]([C:65]5[CH:70]=[CH:69][CH:68]=[CH:67][N:66]=5)[CH:61]=[CH:62][CH:63]=4)[N:58]=[C:57]([C:71]4[CH:76]=[CH:75][CH:74]=[CH:73][N:72]=4)[C:56]=3[CH3:77])=[CH:45][C:44]([N:48]3[CH2:49][CH2:50][O:51][CH2:52][CH2:53]3)=[CH:43][N:42]=2)[CH2:39][CH2:40][O:35][CH2:36][CH2:37]1, predict the reactants needed to synthesize it. (2) Given the product [Br:1][C:2]1[CH:3]=[CH:4][C:5]([CH2:8][CH:9]=[CH:16][C:11]([O:13][CH2:14][CH3:15])=[O:12])=[CH:6][CH:7]=1, predict the reactants needed to synthesize it. The reactants are: [Br:1][C:2]1[CH:7]=[CH:6][C:5]([CH2:8][CH:9]=O)=[CH:4][CH:3]=1.[C:11]([CH:16]=P(C1C=CC=CC=1)(C1C=CC=CC=1)C1C=CC=CC=1)([O:13][CH2:14][CH3:15])=[O:12]. (3) Given the product [Cl:1][C:2]1[CH:3]=[CH:4][C:5]([O:8][C:9]2[CH:16]=[CH:15][C:12]([CH:13]([OH:14])[C:18]3([CH3:17])[NH:22][C:21](=[O:23])[NH:20][C:19]3=[O:24])=[CH:11][CH:10]=2)=[N:6][CH:7]=1, predict the reactants needed to synthesize it. The reactants are: [Cl:1][C:2]1[CH:3]=[CH:4][C:5]([O:8][C:9]2[CH:16]=[CH:15][C:12]([CH:13]=[O:14])=[CH:11][CH:10]=2)=[N:6][CH:7]=1.[CH3:17][CH:18]1[NH:22][C:21](=[O:23])[NH:20][C:19]1=[O:24].